Dataset: Full USPTO retrosynthesis dataset with 1.9M reactions from patents (1976-2016). Task: Predict the reactants needed to synthesize the given product. Given the product [Br:1][C:2]1[CH:3]=[CH:4][CH:5]=[C:6]2[C:11]=1[C:10](=[O:16])[NH:9][CH:8]=[CH:7]2, predict the reactants needed to synthesize it. The reactants are: [Br:1][C:2]1[CH:3]=[CH:4][CH:5]=[C:6]2[C:11]=1[CH:10]=[N+:9]([O-])[CH:8]=[CH:7]2.FC(F)(F)C(OC(=O)C(F)(F)F)=[O:16].